Task: Predict the product of the given reaction.. Dataset: Forward reaction prediction with 1.9M reactions from USPTO patents (1976-2016) (1) Given the reactants [N:1]1[CH:6]=[CH:5][CH:4]=[CH:3][C:2]=1[C:7]1[CH:8]=[N:9][C:10]([N:13]2[C:21]3[C:16](=[CH:17][CH:18]=[C:19]([C:22]([OH:24])=O)[CH:20]=3)[C:15]3([CH2:26][CH2:25]3)[CH2:14]2)=[N:11][CH:12]=1.CN(C(ON1N=NC2C=CC=CC1=2)=[N+](C)C)C.[B-](F)(F)(F)F.CN1CCOCC1.[CH3:56][NH:57][CH2:58][C:59]([NH2:61])=[O:60], predict the reaction product. The product is: [NH2:61][C:59](=[O:60])[CH2:58][N:57]([CH3:56])[C:22]([C:19]1[CH:20]=[C:21]2[C:16]([C:15]3([CH2:25][CH2:26]3)[CH2:14][N:13]2[C:10]2[N:9]=[CH:8][C:7]([C:2]3[CH:3]=[CH:4][CH:5]=[CH:6][N:1]=3)=[CH:12][N:11]=2)=[CH:17][CH:18]=1)=[O:24]. (2) The product is: [O:30]=[S:27]1(=[O:31])[CH2:28][CH2:29][N:24]([CH2:23][CH:21]2[CH2:22][CH:19]([N:8]3[C:4]4[N:5]=[CH:6][N:7]=[C:2]([NH2:1])[C:3]=4[C:10]([C:11]4[CH:12]=[C:13]([O:18][CH2:37][C@H:33]5[CH2:34][CH2:35][CH2:36][O:32]5)[CH:14]=[CH:15][C:16]=4[F:17])=[CH:9]3)[CH2:20]2)[CH2:25][CH2:26]1. Given the reactants [NH2:1][C:2]1[C:3]2[C:10]([C:11]3[CH:12]=[C:13]([OH:18])[CH:14]=[CH:15][C:16]=3[F:17])=[CH:9][N:8]([C@H:19]3[CH2:22][C@@H:21]([CH2:23][N:24]4[CH2:29][CH2:28][S:27](=[O:31])(=[O:30])[CH2:26][CH2:25]4)[CH2:20]3)[C:4]=2[N:5]=[CH:6][N:7]=1.[O:32]1[CH2:36][CH2:35][CH2:34][C@@H:33]1[CH2:37]O, predict the reaction product. (3) Given the reactants Cl[C:2]1[C:11]([CH3:12])=[C:10]([Cl:13])[C:9]2[C:4](=[CH:5][C:6]([F:15])=[CH:7][C:8]=2[F:14])[N:3]=1.[CH3:16][S:17][C:18]1[CH:23]=[CH:22][CH:21]=[CH:20][C:19]=1B(O)O.C(=O)([O-])[O-].[Na+].[Na+].C(#N)C, predict the reaction product. The product is: [Cl:13][C:10]1[C:9]2[C:4](=[CH:5][C:6]([F:15])=[CH:7][C:8]=2[F:14])[N:3]=[C:2]([C:19]2[CH:20]=[CH:21][CH:22]=[CH:23][C:18]=2[S:17][CH3:16])[C:11]=1[CH3:12]. (4) Given the reactants Cl.[NH2:2][C@@H:3]([CH2:7][CH2:8][CH2:9][C:10]1[CH:15]=[CH:14][CH:13]=[C:12]([C:16]([O:18][CH3:19])=[O:17])[CH:11]=1)[C:4]([NH2:6])=[O:5].[CH3:20][C:21]1[CH:22]=[C:23]([CH:45]=[CH:46][CH:47]=1)[CH2:24][C@@H:25]([C:42](O)=[O:43])[NH:26][C:27](=[O:41])[CH:28]([C:35]1[CH:40]=[CH:39][CH:38]=[CH:37][CH:36]=1)[C:29]1[CH:34]=[CH:33][CH:32]=[CH:31][CH:30]=1.O.ON1C2C=CC=CC=2N=N1.CN1CCOCC1.CN(C)CCCN=C=NCC.Cl, predict the reaction product. The product is: [CH3:19][O:18][C:16]([C:12]1[CH:11]=[C:10]([CH2:9][CH2:8][CH2:7][C@H:3]([NH:2][C:42](=[O:43])[C@H:25]([CH2:24][C:23]2[CH:45]=[CH:46][CH:47]=[C:21]([CH3:20])[CH:22]=2)[NH:26][C:27](=[O:41])[CH:28]([C:29]2[CH:34]=[CH:33][CH:32]=[CH:31][CH:30]=2)[C:35]2[CH:36]=[CH:37][CH:38]=[CH:39][CH:40]=2)[C:4]([NH2:6])=[O:5])[CH:15]=[CH:14][CH:13]=1)=[O:17]. (5) Given the reactants [O:1]1[CH2:6][CH2:5][CH2:4][CH2:3][CH:2]1OCCCO.[H-].[Na+].Br[C:15]1[CH:20]=[CH:19][C:18]([Br:21])=[CH:17][N:16]=1.[C:22](O)(=O)[CH2:23][C:24](CC(O)=O)(C(O)=O)[OH:25], predict the reaction product. The product is: [Br:21][C:18]1[CH:19]=[CH:20][C:15]([O:25][CH2:24][CH2:23][CH2:22][CH:2]2[CH2:3][CH2:4][CH2:5][CH2:6][O:1]2)=[N:16][CH:17]=1. (6) Given the reactants [C:1]([O-:4])(=[O:3])[CH3:2].[Pb+4].C([O-])(=O)C.C([O-])(=O)C.C([O-])(=O)C.[CH2:18]([O:25][CH2:26][C@@H:27](C(O)=O)[NH:28][C:29]([O:31][CH2:32][C:33]1[CH:46]=[CH:45][C:44]2[C:43](=[O:47])[C:42]3[C:37](=[CH:38][CH:39]=[CH:40][CH:41]=3)[C:36](=[O:48])[C:35]=2[CH:34]=1)=[O:30])[C:19]1[CH:24]=[CH:23][CH:22]=[CH:21][CH:20]=1.C(OCC)(=O)C, predict the reaction product. The product is: [C:1]([O:4][CH:27]([NH:28][C:29]([O:31][CH2:32][C:33]1[CH:46]=[CH:45][C:44]2[C:43](=[O:47])[C:42]3[C:37](=[CH:38][CH:39]=[CH:40][CH:41]=3)[C:36](=[O:48])[C:35]=2[CH:34]=1)=[O:30])[CH2:26][O:25][CH2:18][C:19]1[CH:20]=[CH:21][CH:22]=[CH:23][CH:24]=1)(=[O:3])[CH3:2]. (7) Given the reactants [F:1][C:2]1[CH:7]=[CH:6][C:5]([N:8]2[C:12]([C:13]3[CH:18]=[CH:17][CH:16]=[C:15]([CH2:19][O:20][CH2:21][C:22]([F:25])([F:24])[F:23])[CH:14]=3)=[CH:11][C:10]([NH2:26])=[N:9]2)=[CH:4][CH:3]=1.[O:27]=[C:28]1[NH:32][CH2:31][C@@H:30]([C:33](O)=[O:34])[CH2:29]1.CCN=C=NCCCN(C)C.Cl.O, predict the reaction product. The product is: [F:1][C:2]1[CH:7]=[CH:6][C:5]([N:8]2[C:12]([C:13]3[CH:18]=[CH:17][CH:16]=[C:15]([CH2:19][O:20][CH2:21][C:22]([F:24])([F:23])[F:25])[CH:14]=3)=[CH:11][C:10]([NH:26][C:33]([C@H:30]3[CH2:29][C:28](=[O:27])[NH:32][CH2:31]3)=[O:34])=[N:9]2)=[CH:4][CH:3]=1.